From a dataset of Full USPTO retrosynthesis dataset with 1.9M reactions from patents (1976-2016). Predict the reactants needed to synthesize the given product. (1) Given the product [CH3:31][O:30][C:28](=[O:29])[C:27]1[CH:32]=[CH:33][CH:34]=[C:25]([CH2:23][N:11]2[CH2:12][CH2:13][CH2:14][C:9]([C:15]3[CH:16]=[CH:17][C:18]([O:21][CH3:22])=[CH:19][CH:20]=3)([C:6]3[CH:5]=[CH:4][C:3]([O:2][CH3:1])=[CH:8][CH:7]=3)[CH2:10]2)[CH:26]=1, predict the reactants needed to synthesize it. The reactants are: [CH3:1][O:2][C:3]1[CH:8]=[CH:7][C:6]([C:9]2([C:15]3[CH:20]=[CH:19][C:18]([O:21][CH3:22])=[CH:17][CH:16]=3)[CH2:14][CH2:13][CH2:12][NH:11][CH2:10]2)=[CH:5][CH:4]=1.[CH:23]([C:25]1[CH:26]=[C:27]([CH:32]=[CH:33][CH:34]=1)[C:28]([O:30][CH3:31])=[O:29])=O.[BH-](OC(C)=O)(OC(C)=O)OC(C)=O.[Na+].[O-]S([O-])(=O)=O.[Mg+2]. (2) Given the product [NH:19]1[CH2:18][CH2:17][NH:16][C:15]2[N:20]=[C:11]([CH2:10][CH2:9][CH2:8][CH2:7][C:6]([OH:21])=[O:5])[CH:12]=[CH:13][C:14]1=2, predict the reactants needed to synthesize it. The reactants are: C([O:5][C:6](=[O:21])[CH2:7][CH2:8][CH2:9][CH2:10][C:11]1[CH:12]=[CH:13][C:14]2[NH:19][CH2:18][CH2:17][NH:16][C:15]=2[N:20]=1)CCC.[OH-].[Na+].Cl. (3) Given the product [F:21][C:19]1[CH:18]=[CH:17][C:16]2[C:12]([C:9]3[CH:10]=[CH:11][C:6]([O:5][CH2:4][CH2:3][CH2:2][NH:40][CH2:38][C:25]4[CH:26]=[CH:27][S:23][CH:24]=4)=[CH:7][CH:8]=3)=[N:13][O:14][C:15]=2[CH:20]=1, predict the reactants needed to synthesize it. The reactants are: Br[CH2:2][CH2:3][CH2:4][O:5][C:6]1[CH:11]=[CH:10][C:9]([C:12]2[C:16]3[CH:17]=[CH:18][C:19]([F:21])=[CH:20][C:15]=3[O:14][N:13]=2)=[CH:8][CH:7]=1.Cl.[S:23]1[CH:27]=[CH:26][C:25](NC)=[CH:24]1.C(=O)([O-])[O-].[K+].[K+].[I-].[K+].[C:38](#[N:40])C. (4) Given the product [CH3:1][O:2][C:3](=[O:26])[CH2:4][C@H:5]1[C:9]2[CH:10]=[CH:11][C:12]([O:14][C@H:15]3[C:23]4[C:18](=[C:19]([O:25][C:28]5[CH:33]=[CH:32][C:31]([C:34]([F:37])([F:36])[F:35])=[CH:30][N:29]=5)[CH:20]=[CH:21][C:22]=4[F:24])[CH2:17][CH2:16]3)=[CH:13][C:8]=2[O:7][CH2:6]1, predict the reactants needed to synthesize it. The reactants are: [CH3:1][O:2][C:3](=[O:26])[CH2:4][C@H:5]1[C:9]2[CH:10]=[CH:11][C:12]([O:14][C@H:15]3[C:23]4[C:18](=[C:19]([OH:25])[CH:20]=[CH:21][C:22]=4[F:24])[CH2:17][CH2:16]3)=[CH:13][C:8]=2[O:7][CH2:6]1.F[C:28]1[CH:33]=[CH:32][C:31]([C:34]([F:37])([F:36])[F:35])=[CH:30][N:29]=1. (5) Given the product [Cl:19][CH2:3][CH:4]([C:14]#[N:15])[CH2:5][O:6][CH2:7][CH:8]([C:12]#[N:13])[CH2:21][Cl:23], predict the reactants needed to synthesize it. The reactants are: CS[CH2:3][CH:4]([C:14]#[N:15])[CH2:5][O:6][CH2:7][CH:8]([C:12]#[N:13])CSC.S(Cl)([Cl:19])(=O)=O.[CH2:21]([Cl:23])Cl. (6) Given the product [OH:11][C:10]12[C:4]3[C:5](=[CH:6][CH:1]=[CH:2][CH:3]=3)[C:7](=[O:8])[C:9]1([OH:12])[C:16]1[CH:17]=[C:18]3[C:23](=[CH:14][C:15]=1[O:24]2)[CH:22]=[CH:21][CH:20]=[CH:19]3, predict the reactants needed to synthesize it. The reactants are: [CH:1]1[CH:6]=[C:5]2[C:7]([C:9](O)([OH:12])[C:10](=[O:11])[C:4]2=[CH:3][CH:2]=1)=[O:8].[CH:14]1[C:23]2[C:18](=[CH:19][CH:20]=[CH:21][CH:22]=2)[CH:17]=[CH:16][C:15]=1[OH:24].